This data is from Retrosynthesis with 50K atom-mapped reactions and 10 reaction types from USPTO. The task is: Predict the reactants needed to synthesize the given product. (1) Given the product O=C(CN1CCc2cc(C(=O)N3CCCC3)ccc2C1)N1CCN(C2CCC2)CC1, predict the reactants needed to synthesize it. The reactants are: C1CCNC1.O=C(O)c1ccc2c(c1)CCN(CC(=O)N1CCN(C3CCC3)CC1)C2. (2) Given the product COc1cc(Nc2ncc(C(=O)O)s2)nc(OC)n1, predict the reactants needed to synthesize it. The reactants are: CCOC(=O)c1cnc(Nc2cc(OC)nc(OC)n2)s1. (3) The reactants are: COc1ccc(C(=O)CC2CC=C(CCC=C(C)C)CC2)cc1. Given the product COc1ccc(CCC2CC=C(CCC=C(C)C)CC2)cc1, predict the reactants needed to synthesize it. (4) Given the product O=C(Nc1ccon1)c1ncccc1OC[C@H]1C[C@@H](OCOCc2ccccc2)CN1C(=O)[C@H]1CC[C@H](C(F)(F)F)CC1, predict the reactants needed to synthesize it. The reactants are: Nc1ccon1.O=C(O)c1ncccc1OC[C@H]1C[C@@H](OCOCc2ccccc2)CN1C(=O)[C@H]1CC[C@H](C(F)(F)F)CC1. (5) Given the product CCCCCc1c(/C=C/C(=O)OC)sc2cc(OC)ccc12, predict the reactants needed to synthesize it. The reactants are: CCCCCc1c(C=O)sc2cc(OC)ccc12.COC(=O)C=P(c1ccccc1)(c1ccccc1)c1ccccc1.